Dataset: Full USPTO retrosynthesis dataset with 1.9M reactions from patents (1976-2016). Task: Predict the reactants needed to synthesize the given product. (1) Given the product [C:1]([O-:8])(=[O:7])/[CH:2]=[CH:3]\[C:4]([O-:6])=[O:5].[Mn+2:13], predict the reactants needed to synthesize it. The reactants are: [C:1]([OH:8])(=[O:7])/[CH:2]=[CH:3]\[C:4]([OH:6])=[O:5].C(=O)([O-])[O-].[Mn+2:13].C(=O)([O-])[O-]. (2) Given the product [N:1]1[O:5][N:4]=[C:3]2[CH:6]=[C:7]([C:10]([N:12]3[CH2:17][CH2:16][CH:15]([O:18][CH3:21])[CH2:14][CH2:13]3)=[O:11])[CH:8]=[CH:9][C:2]=12, predict the reactants needed to synthesize it. The reactants are: [N:1]1[O:5][N:4]=[C:3]2[CH:6]=[C:7]([C:10]([N:12]3[CH2:17][CH2:16][CH:15]([OH:18])[CH2:14][CH2:13]3)=[O:11])[CH:8]=[CH:9][C:2]=12.[H-].[Na+].[CH3:21]I. (3) Given the product [N+:1]([C:4]1[CH:13]=[C:12]2[C:7]([CH:8]=[N:9][N:10]([CH2:17][C:18]3[CH:19]=[N:20][CH:21]=[CH:22][CH:23]=3)[C:11]2=[O:14])=[CH:6][CH:5]=1)([O-:3])=[O:2], predict the reactants needed to synthesize it. The reactants are: [N+:1]([C:4]1[CH:13]=[C:12]2[C:7]([CH:8]=[N:9][NH:10][C:11]2=[O:14])=[CH:6][CH:5]=1)([O-:3])=[O:2].Cl.Cl[CH2:17][C:18]1[CH:19]=[N:20][CH:21]=[CH:22][CH:23]=1. (4) Given the product [CH2:1]([N:8]1[CH2:12][CH2:11][C@@H:10]([O:13][S:24]([CH3:23])(=[O:26])=[O:25])[CH2:9]1)[C:2]1[CH:3]=[CH:4][CH:5]=[CH:6][CH:7]=1, predict the reactants needed to synthesize it. The reactants are: [CH2:1]([N:8]1[CH2:12][CH2:11][C@@H:10]([OH:13])[CH2:9]1)[C:2]1[CH:7]=[CH:6][CH:5]=[CH:4][CH:3]=1.CC1C=CN=C(N)C=1C.[CH3:23][S:24](Cl)(=[O:26])=[O:25]. (5) Given the product [CH3:1][C:2]1[C:3]([C:22](=[O:23])[CH:24]=[CH2:25])=[C:4]2[C:8](=[C:9]([CH3:11])[CH:10]=1)[N:7]([S:12]([C:15]1[CH:21]=[CH:20][C:18]([CH3:19])=[CH:17][CH:16]=1)(=[O:14])=[O:13])[CH:6]=[CH:5]2, predict the reactants needed to synthesize it. The reactants are: [CH3:1][C:2]1[CH:10]=[C:9]([CH3:11])[C:8]2[N:7]([S:12]([C:15]3[CH:21]=[CH:20][C:18]([CH3:19])=[CH:17][CH:16]=3)(=[O:14])=[O:13])[CH:6]=[CH:5][C:4]=2[C:3]=1[CH:22]=[O:23].[CH:24]([Mg]Br)=[CH2:25].[NH4+].[Cl-].CC(OI1(OC(C)=O)(OC(C)=O)OC(=O)C2C=CC=CC1=2)=O. (6) Given the product [C:42]([O:46][C:47](=[O:56])[NH:48][C:49]([CH3:55])([CH2:52][CH2:53][CH3:54])[CH2:50][NH:51][C:18]([C:17]1[C:2]([CH3:1])=[N:3][N:4]2[C:9]([O:10][CH2:11][CH2:12][CH:13]([CH3:14])[CH3:15])=[CH:8][C:7]([CH3:16])=[CH:6][C:5]=12)=[O:20])([CH3:45])([CH3:44])[CH3:43], predict the reactants needed to synthesize it. The reactants are: [CH3:1][C:2]1[C:17]([C:18]([OH:20])=O)=[C:5]2[CH:6]=[C:7]([CH3:16])[CH:8]=[C:9]([O:10][CH2:11][CH2:12][CH:13]([CH3:15])[CH3:14])[N:4]2[N:3]=1.ON1C2C=CC=CC=2N=N1.CN(C)CCCN=C=NCC.[C:42]([O:46][C:47](=[O:56])[NH:48][C:49]([CH3:55])([CH2:52][CH2:53][CH3:54])[CH2:50][NH2:51])([CH3:45])([CH3:44])[CH3:43].C(N(CC)C(C)C)(C)C.